From a dataset of Forward reaction prediction with 1.9M reactions from USPTO patents (1976-2016). Predict the product of the given reaction. Given the reactants [NH:1]1[CH2:6][CH2:5][CH:4]([O:7][C:8]2[CH:13]=[CH:12][C:11]([N:14]3[CH2:19][CH2:18][N:17]([C:20]([O:22][C:23]([CH3:26])([CH3:25])[CH3:24])=[O:21])[CH2:16][CH2:15]3)=[CH:10][CH:9]=2)[CH2:3][CH2:2]1.C(O)(=O)C.[C:31]1(=O)[CH2:34][CH2:33][CH2:32]1.C(O[BH-](OC(=O)C)OC(=O)C)(=O)C.[Na+], predict the reaction product. The product is: [CH:31]1([N:1]2[CH2:6][CH2:5][CH:4]([O:7][C:8]3[CH:9]=[CH:10][C:11]([N:14]4[CH2:15][CH2:16][N:17]([C:20]([O:22][C:23]([CH3:26])([CH3:25])[CH3:24])=[O:21])[CH2:18][CH2:19]4)=[CH:12][CH:13]=3)[CH2:3][CH2:2]2)[CH2:34][CH2:33][CH2:32]1.